Dataset: Catalyst prediction with 721,799 reactions and 888 catalyst types from USPTO. Task: Predict which catalyst facilitates the given reaction. (1) Reactant: C([Mg]Cl)(C)C.[Si:6]([O:13][C@H:14]([CH3:21])[CH2:15][C:16]([O:18]CC)=O)([C:9]([CH3:12])([CH3:11])[CH3:10])([CH3:8])[CH3:7].[CH3:22][NH:23][O:24][CH3:25].Cl. Product: [Si:6]([O:13][C@H:14]([CH3:21])[CH2:15][C:16]([N:23]([O:24][CH3:25])[CH3:22])=[O:18])([C:9]([CH3:10])([CH3:11])[CH3:12])([CH3:7])[CH3:8]. The catalyst class is: 1. (2) Reactant: [C:1]([O:5][C:6]([NH:8][C:9]1[CH:14]=[CH:13][CH:12]=[CH:11][C:10]=1[NH:15][C:16]([C:18]1[CH:23]=[N:22][C:21](Cl)=[CH:20][N:19]=1)=[O:17])=[O:7])([CH3:4])([CH3:3])[CH3:2].[CH2:25]([N:32]1[CH2:37][CH2:36][NH:35][CH2:34][CH2:33]1)[C:26]1[CH:31]=[CH:30][CH:29]=[CH:28][CH:27]=1.O. Product: [C:1]([O:5][C:6](=[O:7])[NH:8][C:9]1[CH:14]=[CH:13][CH:12]=[CH:11][C:10]=1[NH:15][C:16]([C:18]1[CH:23]=[N:22][C:21]([N:35]2[CH2:36][CH2:37][N:32]([CH2:25][C:26]3[CH:27]=[CH:28][CH:29]=[CH:30][CH:31]=3)[CH2:33][CH2:34]2)=[CH:20][N:19]=1)=[O:17])([CH3:4])([CH3:3])[CH3:2]. The catalyst class is: 80. (3) Reactant: FC(F)(F)C([O-])=O.[Cl:8][C:9]1[C:14]([CH2:15][NH2+:16][C:17]2[C:18]3[CH2:25][NH2+:24][CH2:23][C:19]=3[N:20]=[CH:21][N:22]=2)=[C:13]([F:26])[C:12]([O:27][CH3:28])=[CH:11][CH:10]=1.FC(F)(F)C([O-])=O.C(O)(C(F)(F)F)=O.C(O[BH-](OC(=O)C)OC(=O)C)(=O)C.[Na+].[N:57]1[N:61]2[CH:62]=[CH:63][CH:64]=[N:65][C:60]2=[C:59]([CH:66]=O)[CH:58]=1. Product: [Cl:8][C:9]1[C:14]([CH2:15][NH:16][C:17]2[C:18]3[CH2:25][N:24]([CH2:66][C:59]4[CH:58]=[N:57][N:61]5[CH:62]=[CH:63][CH:64]=[N:65][C:60]=45)[CH2:23][C:19]=3[N:20]=[CH:21][N:22]=2)=[C:13]([F:26])[C:12]([O:27][CH3:28])=[CH:11][CH:10]=1. The catalyst class is: 4. (4) Reactant: [C:1]([O:5][C:6]([N:8]1[CH2:19][CH2:18][C:11]2([CH2:14][CH:13]([C:15](O)=[O:16])[CH2:12]2)[CH2:10][CH2:9]1)=[O:7])([CH3:4])([CH3:3])[CH3:2].C[N:21](C(ON1N=NC2C=CC=NC1=2)=[N+](C)C)C.F[P-](F)(F)(F)(F)F.CCN(C(C)C)C(C)C.N.CO. Product: [C:15]([CH:13]1[CH2:14][C:11]2([CH2:18][CH2:19][N:8]([C:6]([O:5][C:1]([CH3:4])([CH3:3])[CH3:2])=[O:7])[CH2:9][CH2:10]2)[CH2:12]1)(=[O:16])[NH2:21]. The catalyst class is: 4. (5) Reactant: C(Cl)CCl.N1([C:10]2[N:11]=[CH:12][C:13]3[CH:18]([C:19](O)=O)[CH2:17][CH2:16][C:14]=3N=2)C=NN=N1.FC1C(C#N)=C(C)C([C@@H]2OC[C@H]3CNCCN3C2)=CC=1. Product: [NH:11]1[C:10]2[C:14](=[CH:16][CH:17]=[CH:18][CH:19]=2)[CH2:13][CH2:12]1. The catalyst class is: 4. (6) Reactant: O[CH2:2][C@@H:3]([C@H:5]([C@@H:7]([C@@H:9]([CH2:11][OH:12])[OH:10])[OH:8])[OH:6])[OH:4].[CH:13](=O)[CH2:14][CH2:15][CH2:16][CH2:17][CH2:18][CH3:19].[H][H]. Product: [CH2:13]([O:12][CH2:11][CH:9]([CH:7]1[CH:5]([OH:6])[CH:3]([OH:4])[CH2:2][O:8]1)[OH:10])[CH2:14][CH2:15][CH2:16][CH2:17][CH2:18][CH3:19]. The catalyst class is: 43. (7) Reactant: [C:1]1([O:7][C:8](=[O:33])[N:9]([C@:11]([C:25]2[CH:30]=[CH:29][C:28]([Cl:31])=[C:27]([Cl:32])[CH:26]=2)([CH2:22][CH:23]=[CH2:24])[CH2:12][N:13]([CH3:21])[C:14](=[O:20])[CH2:15][C:16]([F:19])([F:18])[F:17])[CH3:10])[CH:6]=[CH:5][CH:4]=[CH:3][CH:2]=1.[OH2:34].[OH-].[Na+].OO. Product: [C:1]1([O:7][C:8](=[O:33])[N:9]([C@:11]([C:25]2[CH:30]=[CH:29][C:28]([Cl:31])=[C:27]([Cl:32])[CH:26]=2)([CH2:22][CH2:23][CH2:24][OH:34])[CH2:12][N:13]([CH3:21])[C:14](=[O:20])[CH2:15][C:16]([F:19])([F:18])[F:17])[CH3:10])[CH:6]=[CH:5][CH:4]=[CH:3][CH:2]=1. The catalyst class is: 7. (8) Reactant: [C:1]([C:4]1[CH:9]=[CH:8][C:7]([NH:10][CH2:11][C:12]2[C:13]([CH2:20][NH:21][CH2:22][CH2:23][CH2:24][CH2:25][CH2:26][C:27]([OH:29])=[O:28])=[C:14]([OH:19])[C:15]([CH3:18])=[N:16][CH:17]=2)=[CH:6][CH:5]=1)(=[NH:3])[NH2:2]. Product: [OH-:19].[NH4+:2].[CH2:1]([O:19][C:14]1[C:15]([CH3:18])=[N:16][CH:17]=[C:12]([CH2:11][NH:10][C:7]2[CH:6]=[CH:5][C:4]([C:1](=[NH:2])[NH2:3])=[CH:9][CH:8]=2)[C:13]=1[CH2:20][NH:21][CH2:22][CH2:23][CH2:24][CH2:25][CH2:26][C:27]([OH:29])=[O:28])[C:4]1[CH:9]=[CH:8][CH:7]=[CH:6][CH:5]=1. The catalyst class is: 33.